This data is from Full USPTO retrosynthesis dataset with 1.9M reactions from patents (1976-2016). The task is: Predict the reactants needed to synthesize the given product. (1) Given the product [Cl:1][C:2]1[CH:7]=[CH:6][CH:5]=[C:4]([Cl:8])[C:3]=1[CH2:9][CH2:10][C:11]1[C:15]([CH2:16][O:17][C:22]2[CH:23]=[CH:24][C:25]([C:28]3[CH:37]=[C:36]4[C:31]([CH:32]=[CH:33][CH:34]=[C:35]4[C:38]([O:40][CH3:41])=[O:39])=[CH:30][CH:29]=3)=[CH:26][CH:27]=2)=[C:14]([CH:18]([CH3:20])[CH3:19])[O:13][N:12]=1, predict the reactants needed to synthesize it. The reactants are: [Cl:1][C:2]1[CH:7]=[CH:6][CH:5]=[C:4]([Cl:8])[C:3]=1[CH2:9][CH2:10][C:11]1[C:15]([CH2:16][OH:17])=[C:14]([CH:18]([CH3:20])[CH3:19])[O:13][N:12]=1.O[C:22]1[CH:27]=[CH:26][C:25]([C:28]2[CH:37]=[C:36]3[C:31]([CH:32]=[CH:33][CH:34]=[C:35]3[C:38]([O:40][CH3:41])=[O:39])=[CH:30][CH:29]=2)=[CH:24][CH:23]=1.C1(P(C2C=CC=CC=2)C2C=CC=CC=2)C=CC=CC=1.N(C(OC(C)C)=O)=NC(OC(C)C)=O. (2) Given the product [OH:40][CH2:39][C@H:38]([NH:37][C:30](=[O:31])[C:29]1[CH:33]=[CH:34][CH:35]=[CH:36][C:28]=1[S:27][CH2:26][C:16]1[C:17]2[CH2:18][CH2:19][CH2:20][C:21](=[O:25])[C:22]=2[CH:23]=[CH:24][C:15]=1[O:14][C@@H:7]([C:8]1[CH:13]=[CH:12][CH:11]=[CH:10][CH:9]=1)[CH2:6][N:1]1[CH:5]=[CH:4][N:3]=[CH:2]1)[CH2:41][CH3:42], predict the reactants needed to synthesize it. The reactants are: [N:1]1([CH2:6][C@@H:7]([O:14][C:15]2[CH:24]=[CH:23][C:22]3[C:21](=[O:25])[CH2:20][CH2:19][CH2:18][C:17]=3[C:16]=2[CH2:26][S:27][C:28]2[CH:36]=[CH:35][CH:34]=[CH:33][C:29]=2[C:30](O)=[O:31])[C:8]2[CH:13]=[CH:12][CH:11]=[CH:10][CH:9]=2)[CH:5]=[CH:4][N:3]=[CH:2]1.[NH2:37][C@H:38]([CH2:41][CH3:42])[CH2:39][OH:40]. (3) Given the product [Cl:1][C:2]1[CH:7]=[CH:6][CH:5]=[CH:4][C:3]=1[N:8]1[C:13](=[O:14])[CH:12]=[CH:11][C:10]2[C:15]([C:21]3[CH:26]=[CH:25][CH:24]=[CH:23][CH:22]=3)=[C:16]([C:18]([NH2:29])=[O:19])[S:17][C:9]1=2, predict the reactants needed to synthesize it. The reactants are: [Cl:1][C:2]1[CH:7]=[CH:6][CH:5]=[CH:4][C:3]=1[N:8]1[C:13](=[O:14])[CH:12]=[CH:11][C:10]2[C:15]([C:21]3[CH:26]=[CH:25][CH:24]=[CH:23][CH:22]=3)=[C:16]([C:18](O)=[O:19])[S:17][C:9]1=2.C(N1C=CN=C1)([N:29]1C=CN=C1)=O.N. (4) Given the product [CH3:28][O:27][C:24]1[CH:23]=[CH:22][C:21]([CH2:20][N:9]2[CH:10]=[C:11]([C:12]3[CH:13]=[C:14]([CH:17]=[CH:18][CH:19]=3)[C:15]#[N:16])[C:7]([C:5]3[N:6]=[C:2]([NH:1][C:30]4[N:35]=[CH:34][CH:33]=[CH:32][N:31]=4)[S:3][CH:4]=3)=[N:8]2)=[CH:26][CH:25]=1, predict the reactants needed to synthesize it. The reactants are: [NH2:1][C:2]1[S:3][CH:4]=[C:5]([C:7]2[C:11]([C:12]3[CH:13]=[C:14]([CH:17]=[CH:18][CH:19]=3)[C:15]#[N:16])=[CH:10][N:9]([CH2:20][C:21]3[CH:26]=[CH:25][C:24]([O:27][CH3:28])=[CH:23][CH:22]=3)[N:8]=2)[N:6]=1.Cl[C:30]1[N:35]=[CH:34][CH:33]=[CH:32][N:31]=1.CC1(C)C2C(=C(P(C3C=CC=CC=3)C3C=CC=CC=3)C=CC=2)OC2C(P(C3C=CC=CC=3)C3C=CC=CC=3)=CC=CC1=2.C([O-])([O-])=O.[Cs+].[Cs+]. (5) Given the product [Br:14][C:11]1[CH:12]=[CH:13][C:8]([C:7]2[O:6][N:5]=[C:4]([CH3:15])[C:3]=2[CH2:2][S:24][CH2:23][CH2:22][C:16]2[CH:21]=[CH:20][CH:19]=[CH:18][CH:17]=2)=[CH:9][CH:10]=1, predict the reactants needed to synthesize it. The reactants are: Br[CH2:2][C:3]1[C:4]([CH3:15])=[N:5][O:6][C:7]=1[C:8]1[CH:13]=[CH:12][C:11]([Br:14])=[CH:10][CH:9]=1.[C:16]1([CH2:22][CH2:23][SH:24])[CH:21]=[CH:20][CH:19]=[CH:18][CH:17]=1.